Dataset: Forward reaction prediction with 1.9M reactions from USPTO patents (1976-2016). Task: Predict the product of the given reaction. (1) The product is: [CH2:1]([O:8][CH2:9][C:10]1([C:22]([O:24][CH3:25])=[O:23])[CH2:21][CH2:20][CH2:13][CH2:12][CH2:11]1)[C:2]1[CH:7]=[CH:6][CH:5]=[CH:4][CH:3]=1. Given the reactants [CH2:1]([O:8][CH2:9][C:10]1([C:22]([O:24][CH2:25]C)=[O:23])[CH2:21][CH2:20][C:13]2(C(=O)CCC2=O)[CH2:12][CH2:11]1)[C:2]1[CH:7]=[CH:6][CH:5]=[CH:4][CH:3]=1.C(OCC1(C(OCC)=O)CCCCC1O)C1C=CC=CC=1.C(OCC1(C(OCC)=O)CCCCC1OC1CCCO1)C1C=CC=CC=1.C(OC(C1(COCC2C=CC=CC=2)CCC(F)(F)CC1)=O)C.COCC1(C(OCC)=O)CCCCC21OCCO2.COCC1(C(OCC)=O)CCCC(C)C1O.C(OC(OCC)C1(C(OCC)=O)CCCCC1)C.COC1CCCCC1(CCl)C(OC)=O, predict the reaction product. (2) Given the reactants F[C:2]1[CH:3]=[CH:4][C:5]2[N:6]([CH:8]=[CH:9][N:10]=2)[N:7]=1.[C:11]([O:15][C:16](=[O:31])[NH:17][C@@H:18]([CH2:27][CH:28]([CH3:30])[CH3:29])[C:19](=[O:26])[N:20]1[CH2:25][CH2:24][NH:23][CH2:22][CH2:21]1)([CH3:14])([CH3:13])[CH3:12].C(O)(C)C, predict the reaction product. The product is: [C:11]([O:15][C:16](=[O:31])[NH:17][C@@H:18]([CH2:27][CH:28]([CH3:29])[CH3:30])[C:19]([N:20]1[CH2:21][CH2:22][N:23]([C:2]2[CH:3]=[CH:4][C:5]3[N:6]([CH:8]=[CH:9][N:10]=3)[N:7]=2)[CH2:24][CH2:25]1)=[O:26])([CH3:14])([CH3:13])[CH3:12]. (3) The product is: [CH3:21][O:20][C:17]1[CH:18]=[CH:19][C:14]([C:7]2[N:8]([CH2:11][CH2:12][CH3:13])[N:9]=[C:10]3[C:6]=2[CH:5]=[CH:4][CH:3]=[C:2]3[C:23]2[CH:28]=[CH:27][CH:26]=[CH:25][CH:24]=2)=[CH:15][CH:16]=1. Given the reactants Cl[C:2]1[C:10]2[C:6](=[C:7]([C:14]3[CH:19]=[CH:18][C:17]([O:20][CH3:21])=[CH:16][CH:15]=3)[N:8]([CH2:11][CH2:12][CH3:13])[N:9]=2)[CH:5]=[CH:4][CH:3]=1.Cl.[C:23]1([Mg]Br)[CH:28]=[CH:27][CH:26]=[CH:25][CH:24]=1, predict the reaction product. (4) Given the reactants C(O)C.Cl[C:5]1[CH:10]=[C:9]([CH:11]([S:20]([C:23]2[CH:28]=[CH:27][C:26]([Cl:29])=[CH:25][CH:24]=2)(=[O:22])=[O:21])[C:12]2[CH:17]=[C:16]([F:18])[CH:15]=[CH:14][C:13]=2[F:19])[C:8]([Cl:30])=[CH:7][N:6]=1.O.[NH2:32][NH2:33], predict the reaction product. The product is: [Cl:30][C:8]1[C:9]([CH:11]([S:20]([C:23]2[CH:28]=[CH:27][C:26]([Cl:29])=[CH:25][CH:24]=2)(=[O:22])=[O:21])[C:12]2[CH:17]=[C:16]([F:18])[CH:15]=[CH:14][C:13]=2[F:19])=[CH:10][C:5]([NH:32][NH2:33])=[N:6][CH:7]=1. (5) Given the reactants I[Si](C)(C)C.C[O:7]/[CH:8]=[CH:9]/[C:10]1[CH:15]=[CH:14][C:13]([C:16]2[CH:21]=[N:20][CH:19]=[CH:18][N:17]=2)=[CH:12][CH:11]=1.C([O-])(O)=O.[Na+], predict the reaction product. The product is: [N:17]1[CH:18]=[CH:19][N:20]=[CH:21][C:16]=1[C:13]1[CH:12]=[CH:11][C:10]([CH2:9][CH:8]=[O:7])=[CH:15][CH:14]=1. (6) Given the reactants [H-].[Na+].[CH3:3][O:4][C:5]1[CH:6]=[C:7]([CH:12]=[C:13]([O:15][CH3:16])[CH:14]=1)[C:8]([O:10]C)=O.[CH:17]([O:20][C:21]1[CH:26]=[CH:25][C:24]([CH2:27][C:28]([O:30][CH3:31])=[O:29])=[CH:23][CH:22]=1)([CH3:19])[CH3:18].C(O)(=O)C, predict the reaction product. The product is: [CH3:16][O:15][C:13]1[CH:12]=[C:7]([C:8](=[O:10])[CH:27]([C:24]2[CH:25]=[CH:26][C:21]([O:20][CH:17]([CH3:19])[CH3:18])=[CH:22][CH:23]=2)[C:28]([O:30][CH3:31])=[O:29])[CH:6]=[C:5]([O:4][CH3:3])[CH:14]=1. (7) Given the reactants [CH3:1][O:2][C:3](=[O:6])[CH2:4][SH:5].Cl[C:8]1[N:12]([CH3:13])[C:11]2[CH:14]=[CH:15][CH:16]=[CH:17][C:10]=2[N:9]=1, predict the reaction product. The product is: [CH3:1][O:2][C:3](=[O:6])[CH2:4][S:5][C:8]1[N:12]([CH3:13])[C:11]2[CH:14]=[CH:15][CH:16]=[CH:17][C:10]=2[N:9]=1. (8) The product is: [F:26][C:14]([F:13])([F:25])[C:15]1[CH:16]=[CH:17][C:18]([S:21]([NH:1][C:2]2[S:3][CH:4]=[C:5]([CH2:7][C:8]([O:10][CH2:11][CH3:12])=[O:9])[N:6]=2)(=[O:23])=[O:22])=[CH:19][CH:20]=1. Given the reactants [NH2:1][C:2]1[S:3][CH:4]=[C:5]([CH2:7][C:8]([O:10][CH2:11][CH3:12])=[O:9])[N:6]=1.[F:13][C:14]([F:26])([F:25])[C:15]1[CH:20]=[CH:19][C:18]([S:21](Cl)(=[O:23])=[O:22])=[CH:17][CH:16]=1, predict the reaction product. (9) The product is: [CH2:29]([NH:36][C:37]([C:39]1[S:43][C:42]([N:44]2[CH2:48][CH2:47][N:46]([CH2:49][C:50]([OH:52])=[O:51])[C:45]2=[O:55])=[N:41][C:40]=1[CH3:56])=[O:38])[C:30]1[CH:35]=[CH:34][CH:33]=[CH:32][CH:31]=1. Given the reactants CC1C=C(N2CCN(CC3C=CC(C(F)(F)F)=CC=3)C2=O)SC=1C(OCC)=O.[CH2:29]([NH:36][C:37]([C:39]1[S:43][C:42]([N:44]2[CH2:48][CH2:47][N:46]([CH2:49][C:50]([O:52]CC)=[O:51])[C:45]2=[O:55])=[N:41][C:40]=1[CH3:56])=[O:38])[C:30]1[CH:35]=[CH:34][CH:33]=[CH:32][CH:31]=1, predict the reaction product.